This data is from Forward reaction prediction with 1.9M reactions from USPTO patents (1976-2016). The task is: Predict the product of the given reaction. (1) Given the reactants [CH3:1][N:2]1[CH2:7][CH2:6][N:5]([C@@H:8]2[C:16]3[C:11](=[CH:12][C:13]([C:17](OCC)=[O:18])=[CH:14][CH:15]=3)[CH2:10][CH2:9]2)[CH2:4][CH2:3]1.[CH3:22][C:23]1[CH:28]=[CH:27][C:26]([NH2:29])=[CH:25][C:24]=1[NH:30][C:31]1[N:36]=[C:35]([C:37]2[CH:42]=[CH:41][N:40]=[CH:39][CH:38]=2)[CH:34]=[CH:33][N:32]=1, predict the reaction product. The product is: [CH3:1][N:2]1[CH2:3][CH2:4][N:5]([C@@H:8]2[C:16]3[C:11](=[CH:12][C:13]([C:17]([NH:29][C:26]4[CH:27]=[CH:28][C:23]([CH3:22])=[C:24]([NH:30][C:31]5[N:36]=[C:35]([C:37]6[CH:42]=[CH:41][N:40]=[CH:39][CH:38]=6)[CH:34]=[CH:33][N:32]=5)[CH:25]=4)=[O:18])=[CH:14][CH:15]=3)[CH2:10][CH2:9]2)[CH2:6][CH2:7]1. (2) Given the reactants [F:1][C:2]1[CH:10]=[C:9]2[C:5]([C:6]([C:20]3[CH:28]=[C:27]4[C:23](C=N[NH:26]4)=[CH:22][CH:21]=3)=[CH:7][N:8]2[S:11]([C:14]2[CH:19]=[CH:18][CH:17]=[CH:16][CH:15]=2)(=[O:13])=[O:12])=[CH:4][CH:3]=1.[CH3:29][C:30]1N(C(OC(C)(C)C)=O)C2C=CC(B3OC(C)(C)C(C)(C)O3)=CC=2[N:31]=1.FC1C=C2C(C(I)=CN2S(C2C=CC=CC=2)(=O)=O)=CC=1, predict the reaction product. The product is: [F:1][C:2]1[CH:10]=[C:9]2[C:5]([C:6]([C:20]3[CH:21]=[CH:22][C:23]4[NH:31][C:30]([CH3:29])=[N:26][C:27]=4[CH:28]=3)=[CH:7][N:8]2[S:11]([C:14]2[CH:19]=[CH:18][CH:17]=[CH:16][CH:15]=2)(=[O:13])=[O:12])=[CH:4][CH:3]=1. (3) Given the reactants [C:1]1([NH:7][C:8]2[S:9][C:10]([C:20]([OH:22])=O)=[C:11]3[CH2:19][CH2:18][C:14]4[CH:15]=[N:16][O:17][C:13]=4[C:12]=23)[CH:6]=[CH:5][CH:4]=[CH:3][CH:2]=1.C(Cl)(=O)C(Cl)=O.[NH2:29][C:30]1[CH:35]=[CH:34][CH:33]=[CH:32][N:31]=1.C(O)(=O)CC(CC(O)=O)(C(O)=O)O, predict the reaction product. The product is: [N:31]1[CH:32]=[CH:33][CH:34]=[CH:35][C:30]=1[NH:29][C:20]([C:10]1[S:9][C:8]([NH:7][C:1]2[CH:2]=[CH:3][CH:4]=[CH:5][CH:6]=2)=[C:12]2[C:13]3[O:17][N:16]=[CH:15][C:14]=3[CH2:18][CH2:19][C:11]=12)=[O:22]. (4) Given the reactants [Cl:1][C:2]1[C:3]([F:31])=[C:4]([CH:8]2[C:12]([C:15]3[CH:20]=[CH:19][C:18]([Cl:21])=[CH:17][C:16]=3[F:22])([C:13]#[N:14])[CH:11]([CH2:23][C:24]([CH3:27])([CH3:26])[CH3:25])[NH:10][CH:9]2[C:28](O)=[O:29])[CH:5]=[CH:6][CH:7]=1.CN(C(ON1N=NC2C=CC=NC1=2)=[N+](C)C)C.F[P-](F)(F)(F)(F)F.CCN(C(C)C)C(C)C.[NH2:65][C:66]1[CH:72]=[CH:71][C:69]([NH2:70])=[CH:68][CH:67]=1, predict the reaction product. The product is: [NH2:65][C:66]1[CH:72]=[CH:71][C:69]([NH:70][C:28]([CH:9]2[CH:8]([C:4]3[CH:5]=[CH:6][CH:7]=[C:2]([Cl:1])[C:3]=3[F:31])[C:12]([C:15]3[CH:20]=[CH:19][C:18]([Cl:21])=[CH:17][C:16]=3[F:22])([C:13]#[N:14])[CH:11]([CH2:23][C:24]([CH3:25])([CH3:26])[CH3:27])[NH:10]2)=[O:29])=[CH:68][CH:67]=1.